Task: Predict the reaction yield, written as a fraction of the theoretical maximum amount of product (1.0 means a 100% yield; for example, 0.34 means a 34% yield).. Dataset: Reaction yield outcomes from USPTO patents with 853,638 reactions (1) The reactants are [NH2:1][C:2]1[S:3][C:4]([C:12]2[CH:13]=[CH:14][C:15](=[O:25])[N:16]([CH2:18][C:19]3[CH:24]=[CH:23][CH:22]=[CH:21][CH:20]=3)[CH:17]=2)=[C:5]([C:7]2[O:8][CH:9]=[CH:10][CH:11]=2)[N:6]=1.[C:26](O)(=[O:33])[C:27]1[CH:32]=[CH:31][N:30]=[CH:29][CH:28]=1.C1CN([P+](ON2N=NC3C=CC=CC2=3)(N2CCCC2)N2CCCC2)CC1.F[P-](F)(F)(F)(F)F.C(N(CC)CC)C. The catalyst is CN(C=O)C.O. The product is [CH2:18]([N:16]1[CH:17]=[C:12]([C:4]2[S:3][C:2]([NH:1][C:26]([C:27]3[CH:32]=[CH:31][N:30]=[CH:29][CH:28]=3)=[O:33])=[N:6][C:5]=2[C:7]2[O:8][CH:9]=[CH:10][CH:11]=2)[CH:13]=[CH:14][C:15]1=[O:25])[C:19]1[CH:24]=[CH:23][CH:22]=[CH:21][CH:20]=1. The yield is 0.280. (2) The reactants are N12CCCN=C1CCC[CH2:3][CH2:2]2.[NH2:12][C:13]1[N:14]=[CH:15][C:16]([C:28]2[NH:32][N:31]=[C:30]([CH:33]3[CH2:38][CH2:37][N:36]([C:39]([O:41][C:42]([CH3:45])([CH3:44])[CH3:43])=[O:40])[CH2:35][CH2:34]3)[N:29]=2)=[N:17][C:18]=1[C:19]1[O:20][C:21]([C:24]([CH3:27])([CH3:26])[CH3:25])=[N:22][N:23]=1.ICC. The catalyst is O. The product is [NH2:12][C:13]1[N:14]=[CH:15][C:16]([C:28]2[N:32]([CH2:2][CH3:3])[N:31]=[C:30]([CH:33]3[CH2:38][CH2:37][N:36]([C:39]([O:41][C:42]([CH3:45])([CH3:44])[CH3:43])=[O:40])[CH2:35][CH2:34]3)[N:29]=2)=[N:17][C:18]=1[C:19]1[O:20][C:21]([C:24]([CH3:26])([CH3:27])[CH3:25])=[N:22][N:23]=1. The yield is 0.730. (3) The reactants are [CH3:1][C:2]1([CH3:32])[CH2:7][C:6](=[O:8])[CH2:5][C:4]([CH3:10])([CH3:9])[P:3]1[C:11]1[CH:16]=[CH:15][CH:14]=[CH:13][C:12]=1[C:17]1[C:22]([CH:23]([CH3:25])[CH3:24])=[CH:21][C:20]([CH:26]([CH3:28])[CH3:27])=[CH:19][C:18]=1[CH:29]([CH3:31])[CH3:30].O.C1(C)C=CC(S(O)(=O)=O)=CC=1.[CH2:45](O)[CH2:46][OH:47]. No catalyst specified. The product is [CH3:32][C:2]1([CH3:1])[P:3]([C:11]2[CH:16]=[CH:15][CH:14]=[CH:13][C:12]=2[C:17]2[C:22]([CH:23]([CH3:24])[CH3:25])=[CH:21][C:20]([CH:26]([CH3:28])[CH3:27])=[CH:19][C:18]=2[CH:29]([CH3:31])[CH3:30])[C:4]([CH3:9])([CH3:10])[CH2:5][C:6]2([O:47][CH2:46][CH2:45][O:8]2)[CH2:7]1. The yield is 0.820. (4) The reactants are Br[C:2]1[C:6]([Br:7])=[CH:5][S:4][C:3]=1[N+:8]([O-:10])=[O:9].C([Sn](CCCC)(CCCC)[C:16]1[O:17][CH:18]=[CH:19][N:20]=1)CCC. The catalyst is CN(C=O)C.C1C=CC([P]([Pd]([P](C2C=CC=CC=2)(C2C=CC=CC=2)C2C=CC=CC=2)([P](C2C=CC=CC=2)(C2C=CC=CC=2)C2C=CC=CC=2)[P](C2C=CC=CC=2)(C2C=CC=CC=2)C2C=CC=CC=2)(C2C=CC=CC=2)C2C=CC=CC=2)=CC=1. The product is [Br:7][C:6]1[C:2]([C:16]2[O:17][CH:18]=[CH:19][N:20]=2)=[C:3]([N+:8]([O-:10])=[O:9])[S:4][CH:5]=1. The yield is 0.670. (5) The reactants are Cl.Cl[CH2:3][CH2:4][N:5]1[CH2:10][CH2:9][CH2:8][CH2:7][CH2:6]1.[OH:11][C:12]1[CH:21]=[C:20]2[C:15]([C:16]([O:22][C:23]3[CH:28]=[CH:27][CH:26]=[CH:25][CH:24]=3)=[N:17][CH:18]=[N:19]2)=[CH:14][C:13]=1[O:29][CH3:30].C(=O)([O-])[O-].[K+].[K+]. The catalyst is CN(C=O)C. The product is [CH3:30][O:29][C:13]1[CH:14]=[C:15]2[C:20](=[CH:21][C:12]=1[O:11][CH2:3][CH2:4][N:5]1[CH2:10][CH2:9][CH2:8][CH2:7][CH2:6]1)[N:19]=[CH:18][N:17]=[C:16]2[O:22][C:23]1[CH:24]=[CH:25][CH:26]=[CH:27][CH:28]=1. The yield is 0.850. (6) The reactants are Cl[C:2]1[CH:7]=[C:6]([Cl:8])[CH:5]=[CH:4][N:3]=1.[C:9]1(B(O)O)[CH:14]=[CH:13][CH:12]=[CH:11][CH:10]=1.C(=O)([O-])[O-].[K+].[K+].C(COC)OC. The catalyst is C1C=CC([P]([Pd]([P](C2C=CC=CC=2)(C2C=CC=CC=2)C2C=CC=CC=2)([P](C2C=CC=CC=2)(C2C=CC=CC=2)C2C=CC=CC=2)[P](C2C=CC=CC=2)(C2C=CC=CC=2)C2C=CC=CC=2)(C2C=CC=CC=2)C2C=CC=CC=2)=CC=1.O. The product is [C:9]1([C:2]2[CH:7]=[C:6]([Cl:8])[CH:5]=[CH:4][N:3]=2)[CH:14]=[CH:13][CH:12]=[CH:11][CH:10]=1. The yield is 0.540. (7) The reactants are [C:1]([C:4]1[N:5]=[C:6]([N:9]2[CH2:12][CH:11]([S:13][C:14]3[C@H:15]([CH3:45])[C@@H:16]4[C@@H:33]([C@H:34]([O:36][Si:37]([C:40]([CH3:43])([CH3:42])[CH3:41])([CH3:39])[CH3:38])[CH3:35])[C:32](=[O:44])[N:17]4[C:18]=3[C:19]([O:21][CH2:22][C:23]3[CH:28]=[CH:27][C:26]([N+:29]([O-:31])=[O:30])=[CH:25][CH:24]=3)=[O:20])[CH2:10]2)[S:7][CH:8]=1)([OH:3])=O.Cl.[CH3:47][NH:48][CH2:49][C:50]([NH2:52])=[O:51].C(P(C#N)(CC)=O)C.C(N(CC)CC)C. The catalyst is CN(C)C=O. The product is [CH3:47][N:48]([CH2:49][C:50](=[O:51])[NH2:52])[C:1]([C:4]1[N:5]=[C:6]([N:9]2[CH2:12][CH:11]([S:13][C:14]3[C@H:15]([CH3:45])[C@@H:16]4[C@@H:33]([C@H:34]([O:36][Si:37]([C:40]([CH3:41])([CH3:43])[CH3:42])([CH3:38])[CH3:39])[CH3:35])[C:32](=[O:44])[N:17]4[C:18]=3[C:19]([O:21][CH2:22][C:23]3[CH:28]=[CH:27][C:26]([N+:29]([O-:31])=[O:30])=[CH:25][CH:24]=3)=[O:20])[CH2:10]2)[S:7][CH:8]=1)=[O:3]. The yield is 0.840.